From a dataset of Forward reaction prediction with 1.9M reactions from USPTO patents (1976-2016). Predict the product of the given reaction. (1) Given the reactants [CH2:1]([O:8][C:9]1[CH:10]=[C:11]([S:15]([NH:18][C:19]([C@@:21]2([NH:26][C:27]([C@@H:29]3[CH2:33][C@H:32]([O:34][C:35]4[C:44]5[C:39](=[CH:40][C:41]([O:45][CH3:46])=[CH:42][CH:43]=5)[N:38]=[C:37]([C:47]5[CH:52]=[CH:51][CH:50]=[CH:49][CH:48]=5)[CH:36]=4)[CH2:31][C@@H:30]3[NH2:53])=[O:28])[CH2:23][C@H:22]2[CH:24]=[CH2:25])=[O:20])(=[O:17])=[O:16])[CH:12]=[CH:13][CH:14]=1)[C:2]1[CH:7]=[CH:6][CH:5]=[CH:4][CH:3]=1.[CH3:54][C:55](O)=[O:56].CCN(C(C)C)C(C)C.CN(C(ON1N=NC2C=CC=CC1=2)=[N+](C)C)C.[B-](F)(F)(F)F, predict the reaction product. The product is: [CH2:1]([O:8][C:9]1[CH:10]=[C:11]([S:15]([NH:18][C:19]([C@@:21]2([NH:26][C:27]([C@@H:29]3[CH2:33][C@H:32]([O:34][C:35]4[C:44]5[C:39](=[CH:40][C:41]([O:45][CH3:46])=[CH:42][CH:43]=5)[N:38]=[C:37]([C:47]5[CH:52]=[CH:51][CH:50]=[CH:49][CH:48]=5)[CH:36]=4)[CH2:31][C@@H:30]3[NH:53][C:55](=[O:56])[CH3:54])=[O:28])[CH2:23][C@H:22]2[CH:24]=[CH2:25])=[O:20])(=[O:17])=[O:16])[CH:12]=[CH:13][CH:14]=1)[C:2]1[CH:3]=[CH:4][CH:5]=[CH:6][CH:7]=1. (2) Given the reactants Br[CH2:2][C:3]1[CH:4]=[C:5]2[C:10](=[CH:11][CH:12]=1)[C:9]([CH3:14])([CH3:13])[CH2:8][CH2:7][C:6]2([CH2:17][CH3:18])[CH2:15][CH3:16].CS(C1C=C(C=CC=1OC(F)(F)F)C[O:27][C:28]1[CH:33]=[CH:32][C:31]([C@@H:34]([C:39]2[CH:43]=[CH:42][O:41][N:40]=2)[CH2:35][C:36]([OH:38])=[O:37])=[CH:30][CH:29]=1)(=O)=O.C1C(=O)N(Br)C(=O)C1.C(OOC(=O)C1C=CC=CC=1)(=O)C1C=CC=CC=1, predict the reaction product. The product is: [CH2:15]([C:6]1([CH2:17][CH3:18])[C:5]2[CH:4]=[C:3]([CH2:2][O:27][C:28]3[CH:33]=[CH:32][C:31]([C@@H:34]([C:39]4[CH:43]=[CH:42][O:41][N:40]=4)[CH2:35][C:36]([OH:38])=[O:37])=[CH:30][CH:29]=3)[CH:12]=[CH:11][C:10]=2[C:9]([CH3:14])([CH3:13])[CH2:8][CH2:7]1)[CH3:16]. (3) The product is: [C:1]([O:5][C:6]([N:7]([CH3:8])[C:9]1[CH:10]=[CH:11][C:12]([C:15]#[C:16][CH2:17][CH2:18][CH2:19][O:20][S:23]([CH3:22])(=[O:25])=[O:24])=[CH:13][CH:14]=1)=[O:21])([CH3:3])([CH3:2])[CH3:4]. Given the reactants [C:1]([O:5][C:6](=[O:21])[N:7]([C:9]1[CH:14]=[CH:13][C:12]([C:15]#[C:16][CH2:17][CH2:18][CH2:19][OH:20])=[CH:11][CH:10]=1)[CH3:8])([CH3:4])([CH3:3])[CH3:2].[CH3:22][S:23](Cl)(=[O:25])=[O:24].N1C=CC=CC=1.O, predict the reaction product. (4) Given the reactants [CH2:1]([NH:8][C:9]1[N:14]2[N:15]=[CH:16][C:17]([Br:18])=[C:13]2[N:12]=[CH:11][C:10]=1[C:19]([OH:21])=O)[C:2]1[CH:7]=[CH:6][CH:5]=[CH:4][CH:3]=1.Cl.[F:23][C:24]1[CH:29]=[CH:28][C:27]2[C:30]3([CH2:36][O:37][C:26]=2[CH:25]=1)[CH2:35][CH2:34][NH:33][CH2:32][CH2:31]3, predict the reaction product. The product is: [CH2:1]([NH:8][C:9]1[N:14]2[N:15]=[CH:16][C:17]([Br:18])=[C:13]2[N:12]=[CH:11][C:10]=1[C:19]([N:33]1[CH2:34][CH2:35][C:30]2([C:27]3[CH:28]=[CH:29][C:24]([F:23])=[CH:25][C:26]=3[O:37][CH2:36]2)[CH2:31][CH2:32]1)=[O:21])[C:2]1[CH:3]=[CH:4][CH:5]=[CH:6][CH:7]=1.